The task is: Binary Classification. Given a T-cell receptor sequence (or CDR3 region) and an epitope sequence, predict whether binding occurs between them.. This data is from TCR-epitope binding with 47,182 pairs between 192 epitopes and 23,139 TCRs. (1) The epitope is DATYQRTRALVR. The TCR CDR3 sequence is CASSTGAGAPFGYTF. Result: 0 (the TCR does not bind to the epitope). (2) The epitope is YFPLQSYGF. The TCR CDR3 sequence is CASSYNPTGSTEAFF. Result: 1 (the TCR binds to the epitope).